Dataset: Reaction yield outcomes from USPTO patents with 853,638 reactions. Task: Predict the reaction yield, written as a fraction of the theoretical maximum amount of product (1.0 means a 100% yield; for example, 0.34 means a 34% yield). (1) The reactants are CN([C:4]([O:8][N:9]1N=NC2C=CC=N[C:10]1=2)=[N+](C)C)C.F[P-](F)(F)(F)(F)F.[C:25]([NH:29][C:30]1[CH:35]=[C:34]([C:36]2[CH:41]=[CH:40][CH:39]=[CH:38][CH:37]=2)[N:33]=[C:32]([NH:42][C:43]2[CH:48]=[CH:47][C:46]([C:49]3([C:53]([OH:55])=O)[CH2:52][CH2:51][CH2:50]3)=[CH:45][CH:44]=2)[N:31]=1)([CH3:28])([CH3:27])[CH3:26].CCN(C(C)C)C(C)C.Cl.CNOC. The catalyst is CN(C=O)C.CCOC(C)=O. The product is [CH3:4][O:8][N:9]([CH3:10])[C:53]([C:49]1([C:46]2[CH:45]=[CH:44][C:43]([NH:42][C:32]3[N:31]=[C:30]([NH:29][C:25]([CH3:27])([CH3:26])[CH3:28])[CH:35]=[C:34]([C:36]4[CH:37]=[CH:38][CH:39]=[CH:40][CH:41]=4)[N:33]=3)=[CH:48][CH:47]=2)[CH2:52][CH2:51][CH2:50]1)=[O:55]. The yield is 0.780. (2) The reactants are [N:1]1([C:6]2[CH:23]=[CH:22][C:9]3[CH2:10][N:11](C(OC(C)(C)C)=O)[CH2:12][CH2:13][O:14][C:8]=3[CH:7]=2)[CH2:5][CH2:4][CH2:3][CH2:2]1.C(OCC)(=O)C.[ClH:30]. No catalyst specified. The product is [ClH:30].[ClH:30].[N:1]1([C:6]2[CH:23]=[CH:22][C:9]3[CH2:10][NH:11][CH2:12][CH2:13][O:14][C:8]=3[CH:7]=2)[CH2:5][CH2:4][CH2:3][CH2:2]1. The yield is 0.733. (3) The reactants are [Br:1][C:2]1[CH:3]=[CH:4][C:5]([OH:11])=[C:6]([C:8](=[O:10])[CH3:9])[CH:7]=1.[O:12]1[CH2:17][CH2:16][CH:15]([CH:18]=O)[CH2:14][CH2:13]1. The catalyst is CCO.O. The product is [Br:1][C:2]1[CH:7]=[C:6]2[C:5](=[CH:4][CH:3]=1)[O:11][CH:18]([CH:15]1[CH2:16][CH2:17][O:12][CH2:13][CH2:14]1)[CH2:9][C:8]2=[O:10]. The yield is 0.200. (4) The reactants are C(O)(C(F)(F)F)=O.[C:8]([O:11][CH2:12][C:13]1[C:14]([S:36]([CH3:39])(=[O:38])=[O:37])=[CH:15][C:16]2[N:20]3[CH2:21][CH2:22][N:23](C(OC(C)(C)C)=O)[C@H:24]([CH:25]([CH3:27])[CH3:26])[C:19]3=[N:18][C:17]=2[CH:35]=1)(=[O:10])[CH3:9]. The catalyst is C(Cl)Cl. The product is [C:8]([O:11][CH2:12][C:13]1[C:14]([S:36]([CH3:39])(=[O:37])=[O:38])=[CH:15][C:16]2[N:20]3[CH2:21][CH2:22][NH:23][C@H:24]([CH:25]([CH3:26])[CH3:27])[C:19]3=[N:18][C:17]=2[CH:35]=1)(=[O:10])[CH3:9]. The yield is 0.971. (5) The reactants are [NH2:1][C:2]1[CH:3]=[N:4][CH:5]=[CH:6][C:7]=1[C:8]([O:10][CH3:11])=[O:9].ClC(Cl)(O[C:16](=[O:22])OC(Cl)(Cl)Cl)Cl.[Br:24][C:25]1[CH:26]=[CH:27][C:28]([NH2:31])=[N:29][CH:30]=1. The catalyst is C(Cl)Cl. The product is [Br:24][C:25]1[CH:26]=[CH:27][C:28]([NH:31][C:16]([NH:1][C:2]2[CH:3]=[N:4][CH:5]=[CH:6][C:7]=2[C:8]([O:10][CH3:11])=[O:9])=[O:22])=[N:29][CH:30]=1. The yield is 0.490. (6) The yield is 0.940. The reactants are [NH2:1][C:2]1[N:10]=[CH:9][N:8]=[C:7]2[C:3]=1[N:4]=[C:5]([S:17][C:18]1[S:19][C:20]3[C:26]([Cl:27])=[CH:25][CH:24]=[CH:23][C:21]=3[N:22]=1)[N:6]2[CH2:11][CH2:12][O:13]C(=O)C. The product is [NH2:1][C:2]1[N:10]=[CH:9][N:8]=[C:7]2[C:3]=1[N:4]=[C:5]([S:17][C:18]1[S:19][C:20]3[C:26]([Cl:27])=[CH:25][CH:24]=[CH:23][C:21]=3[N:22]=1)[N:6]2[CH2:11][CH2:12][OH:13]. The catalyst is CO.